From a dataset of Forward reaction prediction with 1.9M reactions from USPTO patents (1976-2016). Predict the product of the given reaction. (1) Given the reactants [NH2:1][C:2]1[CH:3]=[CH:4][C:5]([Cl:9])=[C:6]([OH:8])[CH:7]=1.[Br-:10].[Br-].[Br-].C([N+](CCCC)(CCCC)CCCC)CCC.C([N+](CCCC)(CCCC)CCCC)CCC.C([N+](CCCC)(CCCC)CCCC)CCC, predict the reaction product. The product is: [NH2:1][C:2]1[C:3]([Br:10])=[CH:4][C:5]([Cl:9])=[C:6]([OH:8])[CH:7]=1. (2) The product is: [CH2:1]([O:3][C:4]1[CH:13]=[C:12]2[C:7]([C:8](=[O:14])[NH:9][CH:10]=[N:11]2)=[CH:6][C:5]=1[O:15][C:16](=[O:18])[CH3:17])[CH3:2]. Given the reactants [CH2:1]([O:3][C:4]1[CH:13]=[C:12]2[C:7]([C:8](=[O:14])[NH:9][CH:10]=[N:11]2)=[CH:6][C:5]=1[OH:15])[CH3:2].[C:16](OC(=O)C)(=[O:18])[CH3:17], predict the reaction product.